The task is: Predict the product of the given reaction.. This data is from Forward reaction prediction with 1.9M reactions from USPTO patents (1976-2016). (1) Given the reactants [CH:1]1([C:4]([NH:6][C:7]2[N:8]=[C:9]3[CH:14]=[CH:13][C:12]([O:15][C:16]4[CH:17]=[C:18]([CH:23]=[CH:24][CH:25]=4)[C:19]([O:21]C)=[O:20])=[N:11][N:10]3[CH:26]=2)=[O:5])[CH2:3][CH2:2]1.[OH-].[Na+].Cl, predict the reaction product. The product is: [CH:1]1([C:4]([NH:6][C:7]2[N:8]=[C:9]3[CH:14]=[CH:13][C:12]([O:15][C:16]4[CH:17]=[C:18]([CH:23]=[CH:24][CH:25]=4)[C:19]([OH:21])=[O:20])=[N:11][N:10]3[CH:26]=2)=[O:5])[CH2:3][CH2:2]1. (2) The product is: [NH2:7][C@H:8]([C:10]1[N:14]([C:15]2[CH:16]=[C:17]([CH:18]=[CH:19][CH:20]=2)[C:21]#[N:22])[C:13]2[CH:23]=[CH:24][CH:25]=[CH:26][C:12]=2[N:11]=1)[CH3:9]. Given the reactants C(OC(=O)[NH:7][C@H:8]([C:10]1[N:14]([C:15]2[CH:20]=[CH:19][CH:18]=[C:17]([C:21]#[N:22])[CH:16]=2)[C:13]2[CH:23]=[CH:24][CH:25]=[CH:26][C:12]=2[N:11]=1)[CH3:9])(C)(C)C.C(O)(C(F)(F)F)=O, predict the reaction product. (3) Given the reactants F[C:2]1[C:7]([C:8](=O)[C:9]([O:11][CH2:12][CH3:13])=[O:10])=[CH:6][CH:5]=[CH:4][N:3]=1.Cl.[Br:16][C:17]1[CH:18]=[C:19]([NH:23][NH2:24])[CH:20]=[CH:21][CH:22]=1, predict the reaction product. The product is: [Br:16][C:17]1[CH:18]=[C:19]([N:23]2[C:2]3=[N:3][CH:4]=[CH:5][CH:6]=[C:7]3[C:8]([C:9]([O:11][CH2:12][CH3:13])=[O:10])=[N:24]2)[CH:20]=[CH:21][CH:22]=1. (4) The product is: [F:1][C:2]1[CH:12]=[C:6]([CH:7]=[O:8])[CH:5]=[N:4][CH:3]=1. Given the reactants [F:1][C:2]1[CH:3]=[N:4][CH:5]=[C:6]([CH:12]=1)[C:7](OCC)=[O:8].CC(C[AlH]CC(C)C)C, predict the reaction product.